Task: Predict the reaction yield, written as a fraction of the theoretical maximum amount of product (1.0 means a 100% yield; for example, 0.34 means a 34% yield).. Dataset: Reaction yield outcomes from USPTO patents with 853,638 reactions (1) The catalyst is C(NC(C)C)(C)C.CN1C(=O)CCC1.C(OCC)(=O)C. The reactants are [NH:1]1[CH2:5][CH2:4][C@H:3]([NH:6][C:7](=[O:13])[O:8][C:9]([CH3:12])([CH3:11])[CH3:10])[CH2:2]1.Cl[C:15]1[C:16]2[N:17]([CH:21]=[CH:22][N:23]=2)[CH:18]=[CH:19][N:20]=1. The yield is 0.940. The product is [C:9]([O:8][C:7](=[O:13])[NH:6][C@H:3]1[CH2:4][CH2:5][N:1]([C:15]2[C:16]3[N:17]([CH:21]=[CH:22][N:23]=3)[CH:18]=[CH:19][N:20]=2)[CH2:2]1)([CH3:10])([CH3:12])[CH3:11]. (2) The yield is 0.520. The reactants are Br[C:2]1[CH:3]=[CH:4][C:5]2=[C:6]([CH:25]=1)[N:7]=[C:8]([NH:17][C:18]([O:20][C:21]([CH3:24])([CH3:23])[CH3:22])=[O:19])[CH2:9][C:10]([C:12]([O:14][CH2:15][CH3:16])=[O:13])=[CH:11]2.[C:26]([C:28]1[CH:29]=[C:30](B(O)O)[CH:31]=[CH:32][CH:33]=1)#[N:27].[F-].[Cs+].O. The product is [C:21]([O:20][C:18]([NH:17][C:8]1[CH2:9][C:10]([C:12]([O:14][CH2:15][CH3:16])=[O:13])=[CH:11][C:5]2[CH:4]=[CH:3][C:2]([C:32]3[CH:31]=[CH:30][CH:29]=[C:28]([C:26]#[N:27])[CH:33]=3)=[CH:25][C:6]=2[N:7]=1)=[O:19])([CH3:24])([CH3:23])[CH3:22]. The catalyst is C1COCC1.C1C=CC([P]([Pd]([P](C2C=CC=CC=2)(C2C=CC=CC=2)C2C=CC=CC=2)([P](C2C=CC=CC=2)(C2C=CC=CC=2)C2C=CC=CC=2)[P](C2C=CC=CC=2)(C2C=CC=CC=2)C2C=CC=CC=2)(C2C=CC=CC=2)C2C=CC=CC=2)=CC=1. (3) The reactants are [C:1]1(P(C2C=CC=CC=2)C2C=CC=CC=2)C=CC=CC=1.[OH:20][C:21]1[CH:28]=[CH:27][C:26]([N+:29]([O-:31])=[O:30])=[CH:25][C:22]=1[CH:23]=[O:24].CO.N(C(OCC)=O)=NC(OCC)=O. The yield is 0.716. The product is [CH3:1][O:20][C:21]1[CH:28]=[CH:27][C:26]([N+:29]([O-:31])=[O:30])=[CH:25][C:22]=1[CH:23]=[O:24]. The catalyst is O1CCCC1. (4) The reactants are S([N:11]1[C:15]2[N:16]=[CH:17][C:18]3[N:19]([C:20]([C@@H:23]4[CH2:28][CH2:27][CH2:26][N:25]([C:29]([O:31][C:32]([CH3:35])([CH3:34])[CH3:33])=[O:30])[CH2:24]4)=[N:21][CH:22]=3)[C:14]=2[CH:13]=[CH:12]1)(C1C=CC(C)=CC=1)(=O)=O.[OH-].[Na+].CCOC(C)=O.[NH4+].[Cl-]. The catalyst is O1CCOCC1. The product is [C:20]1([C@@H:23]2[CH2:28][CH2:27][CH2:26][N:25]([C:29]([O:31][C:32]([CH3:35])([CH3:34])[CH3:33])=[O:30])[CH2:24]2)[N:19]2[C:14]3[CH:13]=[CH:12][NH:11][C:15]=3[N:16]=[CH:17][C:18]2=[CH:22][N:21]=1. The yield is 0.920. (5) The reactants are [C:1]1([C:28]2[CH:33]=[CH:32][CH:31]=[CH:30][CH:29]=2)[CH:6]=[CH:5][CH:4]=[C:3]([NH:7][C:8](=[O:27])[CH2:9][CH2:10][CH2:11][CH2:12][CH2:13][NH:14][C:15](=O)[CH2:16][O:17][CH2:18][C:19]2[CH:24]=[CH:23][C:22]([F:25])=[CH:21][CH:20]=2)[CH:2]=1.COC1C=CC(P2(SP(C3C=CC(OC)=CC=3)(=S)S2)=[S:43])=CC=1. The catalyst is C1COCC1. The product is [C:1]1([C:28]2[CH:33]=[CH:32][CH:31]=[CH:30][CH:29]=2)[CH:6]=[CH:5][CH:4]=[C:3]([NH:7][C:8](=[O:27])[CH2:9][CH2:10][CH2:11][CH2:12][CH2:13][NH:14][C:15](=[S:43])[CH2:16][O:17][CH2:18][C:19]2[CH:24]=[CH:23][C:22]([F:25])=[CH:21][CH:20]=2)[CH:2]=1. The yield is 0.750. (6) The catalyst is C(Cl)Cl. The yield is 0.190. The reactants are ClC(Cl)(O[C:5](=[O:11])OC(Cl)(Cl)Cl)Cl.[CH:13]([N:16]1[C:20]2[N:21]=[C:22]([C:31]3[CH:36]=[CH:35][C:34]([NH2:37])=[CH:33][CH:32]=3)[N:23]=[C:24]([N:25]3[CH2:30][CH2:29][O:28][CH2:27][CH2:26]3)[C:19]=2[N:18]=[N:17]1)([CH3:15])[CH3:14].CC[N:40]([CH2:43][CH3:44])CC. The product is [CH3:36][C:31]1[CH:22]=[CH:44][C:43]([NH:40][C:5]([NH:37][C:34]2[CH:33]=[CH:32][C:31]([C:22]3[N:23]=[C:24]([N:25]4[CH2:30][CH2:29][O:28][CH2:27][CH2:26]4)[C:19]4[N:18]=[N:17][N:16]([CH:13]([CH3:15])[CH3:14])[C:20]=4[N:21]=3)=[CH:36][CH:35]=2)=[O:11])=[CH:33][CH:32]=1. (7) The reactants are O=P(Cl)(Cl)[Cl:3].[CH3:6][O:7][C:8]1[CH:13]=[CH:12][C:11]([C:14]2[N:15]=[C:16](O)[C:17]3[CH:18]=[CH:19][C:20]([C:24]([F:27])([F:26])[F:25])=[N:21][C:22]=3[CH:23]=2)=[CH:10][CH:9]=1. No catalyst specified. The product is [Cl:3][C:16]1[N:15]=[C:14]([C:11]2[CH:12]=[CH:13][C:8]([O:7][CH3:6])=[CH:9][CH:10]=2)[CH:23]=[C:22]2[C:17]=1[CH:18]=[CH:19][C:20]([C:24]([F:27])([F:26])[F:25])=[N:21]2. The yield is 0.550. (8) The reactants are [F:1][C:2]1[CH:3]=[C:4]([CH:6]=[CH:7][C:8]=1[O:9][C:10]1[C:19]2[C:14](=[CH:15][C:16]([O:22][CH2:23][CH2:24][CH2:25][N:26]3[CH2:31][CH2:30][O:29][CH2:28][CH2:27]3)=[C:17]([O:20][CH3:21])[CH:18]=2)[N:13]=[CH:12][CH:11]=1)[NH2:5].[O:32]=[C:33]1[CH:37]([C:38](O)=[O:39])[CH2:36][CH2:35][N:34]1[C:41]1[CH:46]=[CH:45][CH:44]=[CH:43][CH:42]=1. No catalyst specified. The product is [F:1][C:2]1[CH:3]=[C:4]([NH:5][C:38]([CH:37]2[CH2:36][CH2:35][N:34]([C:41]3[CH:46]=[CH:45][CH:44]=[CH:43][CH:42]=3)[C:33]2=[O:32])=[O:39])[CH:6]=[CH:7][C:8]=1[O:9][C:10]1[C:19]2[C:14](=[CH:15][C:16]([O:22][CH2:23][CH2:24][CH2:25][N:26]3[CH2:31][CH2:30][O:29][CH2:28][CH2:27]3)=[C:17]([O:20][CH3:21])[CH:18]=2)[N:13]=[CH:12][CH:11]=1. The yield is 0.0500. (9) The reactants are [C:1]([C:5]1[CH:6]=[C:7]([CH:10]=[C:11]([C:13]([CH3:16])([CH3:15])[CH3:14])[CH:12]=1)[CH:8]=[O:9])([CH3:4])([CH3:3])[CH3:2].CCN(C(C)C)C(C)C.[CH3:26][C:27](=[O:30])[CH:28]=[CH2:29]. The catalyst is CCO.[Br-].C([N+]1C(C)=C(CCO)SC=1)C. The product is [C:13]([C:11]1[CH:10]=[C:7]([C:8](=[O:9])[CH2:29][CH2:28][C:27](=[O:30])[CH3:26])[CH:6]=[C:5]([C:1]([CH3:4])([CH3:3])[CH3:2])[CH:12]=1)([CH3:16])([CH3:15])[CH3:14]. The yield is 0.440.